Task: Predict which catalyst facilitates the given reaction.. Dataset: Catalyst prediction with 721,799 reactions and 888 catalyst types from USPTO (1) Reactant: [CH:1]1([CH2:4][N:5]([CH2:30][CH2:31][CH3:32])[C:6]([C:8]2[N:12]3[CH:13]=[C:14]([Cl:25])[N:15]([C:16]4[C:21]([CH3:22])=[CH:20][C:19]([CH3:23])=[CH:18][C:17]=4[CH3:24])[C:11]3=[N:10][C:9]=2[C:26]([F:29])([F:28])[F:27])=O)[CH2:3][CH2:2]1.COCCO[AlH2-]OCCOC.[Na+].[C@H](O)(C([O-])=O)[C@@H](O)C([O-])=O.[Na+].[K+]. Product: [Cl:25][C:14]1[N:15]([C:16]2[C:17]([CH3:24])=[CH:18][C:19]([CH3:23])=[CH:20][C:21]=2[CH3:22])[C:11]2[N:12]([CH:13]=1)[C:8]([CH2:6][N:5]([CH2:4][CH:1]1[CH2:2][CH2:3]1)[CH2:30][CH2:31][CH3:32])=[C:9]([C:26]([F:27])([F:28])[F:29])[N:10]=2. The catalyst class is: 11. (2) Reactant: [Cl:1][C:2]1[CH:3]=[C:4]([C:9]2([C:24]([F:27])([F:26])[F:25])[O:13][N:12]=[C:11]([C:14]3[CH:15]=[C:16]4[C:20](=[CH:21][CH:22]=3)[CH:19](O)[CH2:18][CH2:17]4)[CH2:10]2)[CH:5]=[C:6]([Cl:8])[CH:7]=1.[C:28]1(=[O:38])[NH:32][C:31](=[O:33])[C:30]2=[CH:34][CH:35]=[CH:36][CH:37]=[C:29]12.C1(P(C2C=CC=CC=2)C2C=CC=CC=2)C=CC=CC=1. Product: [Cl:8][C:6]1[CH:5]=[C:4]([C:9]2([C:24]([F:25])([F:27])[F:26])[O:13][N:12]=[C:11]([C:14]3[CH:15]=[C:16]4[C:20](=[CH:21][CH:22]=3)[CH:19]([N:32]3[C:28](=[O:38])[C:29]5[C:30](=[CH:34][CH:35]=[CH:36][CH:37]=5)[C:31]3=[O:33])[CH2:18][CH2:17]4)[CH2:10]2)[CH:3]=[C:2]([Cl:1])[CH:7]=1. The catalyst class is: 7. (3) Product: [CH3:14][S:15]([CH2:18][CH2:19][O:20][CH2:21][CH2:22][N:23]1[C:24]2[C:33]3[CH:32]=[CH:31][CH:30]=[CH:29][C:28]=3[N:27]=[CH:26][C:25]=2[N:34]=[C:1]1[CH2:2][CH2:3][CH3:4])(=[O:17])=[O:16]. The catalyst class is: 10. Reactant: [C:1](OCC)(OCC)(OCC)[CH2:2][CH2:3][CH3:4].[CH3:14][S:15]([CH2:18][CH2:19][O:20][CH2:21][CH2:22][NH:23][C:24]1[C:33]2[C:28](=[CH:29][CH:30]=[CH:31][CH:32]=2)[N:27]=[CH:26][C:25]=1[NH2:34])(=[O:17])=[O:16].Cl.N1C=CC=CC=1. (4) Reactant: [CH3:1][Mg]Br.[CH3:4][C:5]1[CH:10]=[C:9]([CH3:11])[CH:8]=[CH:7][C:6]=1[CH:12]([C:34]1[CH:39]=[CH:38][CH:37]=[CH:36][CH:35]=1)[NH:13][C:14](=[O:33])[CH2:15][C:16]1[CH:17]=[CH:18][C:19]2[O:23][C:22]([C:24](=[O:31])[C:25]3[CH:30]=[CH:29][N:28]=[CH:27][CH:26]=3)=[CH:21][C:20]=2[CH:32]=1. Product: [CH3:4][C:5]1[CH:10]=[C:9]([CH3:11])[CH:8]=[CH:7][C:6]=1[CH:12]([C:34]1[CH:35]=[CH:36][CH:37]=[CH:38][CH:39]=1)[NH:13][C:14](=[O:33])[CH2:15][C:16]1[CH:17]=[CH:18][C:19]2[O:23][C:22]([C:24]([OH:31])([C:25]3[CH:30]=[CH:29][N:28]=[CH:27][CH:26]=3)[CH3:1])=[CH:21][C:20]=2[CH:32]=1. The catalyst class is: 1. (5) Reactant: [C:1]([O:5][C:6]([N:8]1[CH2:13][CH2:12][CH:11](C2C=CC=CC=2S([O-])(=O)=O)[CH2:10][CH2:9]1)=[O:7])([CH3:4])([CH3:3])[CH3:2].[C:24]([O:32][CH2:33][CH3:34])(=[O:31])[CH2:25][C:26]([O:28][CH2:29][CH3:30])=[O:27].[O-]CC.[Na+].CCO. Product: [C:1]([O:5][C:6]([N:8]1[CH2:13][CH2:12][CH:11]([CH:25]([C:26]([O:28][CH2:29][CH3:30])=[O:27])[C:24]([O:32][CH2:33][CH3:34])=[O:31])[CH2:10][CH2:9]1)=[O:7])([CH3:4])([CH3:2])[CH3:3]. The catalyst class is: 14. (6) Reactant: [N:1]([O-:3])=O.[Na+].[Cl:5][C:6]1[CH:19]=[CH:18][CH:17]=[CH:16][C:7]=1[CH:8]=[C:9]1[NH:13][C:12](=[O:14])[CH:11]=[C:10]1[OH:15]. Product: [Cl:5][C:6]1[CH:19]=[CH:18][CH:17]=[CH:16][C:7]=1[CH:8]=[C:9]1[NH:13][C:12](=[O:14])[C:11](=[N:1][OH:3])[C:10]1=[O:15]. The catalyst class is: 15. (7) Reactant: [CH2:1]([N:3]1[C:11]2[C:6](=[CH:7][C:8]([C:12]3[NH:13][C:14]4[N:15]([N:19]=[C:20]([CH3:25])[C:21]=4[C:22]([OH:24])=O)[C:16](=[O:18])[CH:17]=3)=[CH:9][CH:10]=2)[CH:5]=[N:4]1)[CH3:2].C1N=CN(C(N2C=NC=C2)=O)C=1.[CH2:38]([NH2:41])[C:39]#[CH:40]. Product: [CH2:1]([N:3]1[C:11]2[C:6](=[CH:7][C:8]([C:12]3[NH:13][C:14]4[N:15]([N:19]=[C:20]([CH3:25])[C:21]=4[C:22]([NH:41][CH2:38][C:39]#[CH:40])=[O:24])[C:16](=[O:18])[CH:17]=3)=[CH:9][CH:10]=2)[CH:5]=[N:4]1)[CH3:2]. The catalyst class is: 3. (8) The catalyst class is: 52. Reactant: [C:1]([O:5][C:6](=[O:31])[NH:7][C@H:8]([C:10](=O)[NH:11][C:12]1[CH:17]=[CH:16][C:15]([F:18])=[C:14]([C:19]2[CH:24]=[CH:23][CH:22]=[CH:21][N:20]=2)[C:13]=1[NH:25][CH2:26][CH2:27][O:28][CH3:29])[CH3:9])([CH3:4])([CH3:3])[CH3:2]. Product: [C:1]([O:5][C:6](=[O:31])[NH:7][C@H:8]([C:10]1[N:25]([CH2:26][CH2:27][O:28][CH3:29])[C:13]2[C:14]([C:19]3[CH:24]=[CH:23][CH:22]=[CH:21][N:20]=3)=[C:15]([F:18])[CH:16]=[CH:17][C:12]=2[N:11]=1)[CH3:9])([CH3:4])([CH3:3])[CH3:2]. (9) Reactant: O.[NH2:2][NH2:3].C[O:5][C:6](=O)[CH2:7][N:8]1[C:12]([CH2:13][CH3:14])=[C:11]([O:15][C:16]2[CH:21]=[C:20]([Cl:22])[CH:19]=[C:18]([Cl:23])[CH:17]=2)[C:10]([CH2:24][CH3:25])=[N:9]1. Product: [Cl:23][C:18]1[CH:17]=[C:16]([CH:21]=[C:20]([Cl:22])[CH:19]=1)[O:15][C:11]1[C:10]([CH2:24][CH3:25])=[N:9][N:8]([CH2:7][C:6]([NH:2][NH2:3])=[O:5])[C:12]=1[CH2:13][CH3:14]. The catalyst class is: 8. (10) Reactant: C1(CN2CCC(N(CC)C(=O)[CH2:16][C:17]3[CH:22]=[CH:21][C:20]([S:23]([CH3:26])(=[O:25])=[O:24])=[CH:19][CH:18]=3)CC2)C=CC=CC=1.[CH:30]([O-:32])=O.[NH4+:33]. Product: [CH3:26][S:23]([C:20]1[CH:19]=[CH:18][C:17]([CH2:16][N:33]=[C:30]=[O:32])=[CH:22][CH:21]=1)(=[O:24])=[O:25]. The catalyst class is: 8.